Dataset: Retrosynthesis with 50K atom-mapped reactions and 10 reaction types from USPTO. Task: Predict the reactants needed to synthesize the given product. (1) Given the product Cc1oc(-c2ccccc2)nc1/C=C/c1ccc(/C=C/CO)cc1, predict the reactants needed to synthesize it. The reactants are: CCOC(=O)/C=C/c1ccc(C=Cc2nc(-c3ccccc3)oc2C)cc1. (2) Given the product COc1ccccc1C1CCN(CC2CCC3(CC2)OCCO3)C1, predict the reactants needed to synthesize it. The reactants are: BrCC1CCC2(CC1)OCCO2.COc1ccccc1C1CCNC1. (3) Given the product CC(C)(C)c1cc(NC(=O)Nc2cccc(C#Cc3cncnc3NCCCCN)c2)no1, predict the reactants needed to synthesize it. The reactants are: CC(C)(C)c1cc(NC(=O)Nc2cccc(C#Cc3cncnc3Cl)c2)no1.NCCCCN.